From a dataset of Full USPTO retrosynthesis dataset with 1.9M reactions from patents (1976-2016). Predict the reactants needed to synthesize the given product. (1) The reactants are: [C:1]([O:9][C@@H:10]1[C:14](=[O:15])[C@H:13]([O:16][C:17](=[O:24])[C:18]2[CH:23]=[CH:22][CH:21]=[CH:20][CH:19]=2)[C@@H:12]([CH2:25][O:26][C:27](=[O:34])[C:28]2[CH:33]=[CH:32][CH:31]=[CH:30][CH:29]=2)[O:11]1)(=[O:8])[C:2]1[CH:7]=[CH:6][CH:5]=[CH:4][CH:3]=1.[C:35]([Mg]Br)#[CH:36]. Given the product [C:1]([O:9][C@@H:10]1[C@:14]([C:35]#[CH:36])([OH:15])[C@H:13]([O:16][C:17](=[O:24])[C:18]2[CH:23]=[CH:22][CH:21]=[CH:20][CH:19]=2)[C@@H:12]([CH2:25][O:26][C:27](=[O:34])[C:28]2[CH:29]=[CH:30][CH:31]=[CH:32][CH:33]=2)[O:11]1)(=[O:8])[C:2]1[CH:7]=[CH:6][CH:5]=[CH:4][CH:3]=1, predict the reactants needed to synthesize it. (2) Given the product [Cl:1][C:2]1[CH:7]=[CH:6][N:5]=[C:4]([C:8]#[N:10])[CH:3]=1, predict the reactants needed to synthesize it. The reactants are: [Cl:1][C:2]1[CH:7]=[CH:6][N:5]=[C:4]([C:8]([NH2:10])=O)[CH:3]=1.CN(C)C=O.P(Cl)(Cl)(Cl)=O.[OH-].[Na+].